The task is: Predict the reaction yield, written as a fraction of the theoretical maximum amount of product (1.0 means a 100% yield; for example, 0.34 means a 34% yield).. This data is from Reaction yield outcomes from USPTO patents with 853,638 reactions. (1) The reactants are [S:1]([NH:11][C:12]1[N:17]2[C:18]3[N:24]=[CH:23][CH:22]=[CH:21][C:19]=3[CH:20]=[C:16]2[C:15]([O:25]C2CCCCO2)=[CH:14][N:13]=1)([C:4]1[CH:10]=[CH:9][C:7]([CH3:8])=[CH:6][CH:5]=1)(=[O:3])=[O:2].Cl. The product is [S:1]([NH:11][C:12]1[N:17]2[C:18]3[N:24]=[CH:23][CH:22]=[CH:21][C:19]=3[CH:20]=[C:16]2[C:15]([OH:25])=[CH:14][N:13]=1)([C:4]1[CH:5]=[CH:6][C:7]([CH3:8])=[CH:9][CH:10]=1)(=[O:2])=[O:3]. The yield is 0.950. The catalyst is C(Cl)Cl. (2) The yield is 0.930. The product is [CH3:21][O:20][N:19]([CH3:18])[C:12]([C:11]1[CH:15]=[CH:16][C:8]([I:7])=[CH:9][CH:10]=1)=[O:13]. The catalyst is ClCCl. The reactants are N1C=CC=CC=1.[I:7][C:8]1[CH:16]=[CH:15][C:11]([C:12](Cl)=[O:13])=[CH:10][CH:9]=1.Cl.[CH3:18][NH:19][O:20][CH3:21]. (3) The reactants are [NH2:1][C:2]1[CH:7]=[CH:6][N:5]=[C:4]([C:8]([OH:11])([CH3:10])[CH3:9])[N:3]=1.Br[C:13]1[C:14](=[O:21])[N:15]([CH3:20])[CH:16]=[C:17]([Br:19])[CH:18]=1.CC1(C)C2C(=C(P(C3C=CC=CC=3)C3C=CC=CC=3)C=CC=2)OC2C(P(C3C=CC=CC=3)C3C=CC=CC=3)=CC=CC1=2.C([O-])([O-])=O.[Cs+].[Cs+]. The catalyst is C1C=CC(/C=C/C(/C=C/C2C=CC=CC=2)=O)=CC=1.C1C=CC(/C=C/C(/C=C/C2C=CC=CC=2)=O)=CC=1.C1C=CC(/C=C/C(/C=C/C2C=CC=CC=2)=O)=CC=1.[Pd].[Pd].O1CCOCC1. The product is [Br:19][C:17]1[CH:18]=[C:13]([NH:1][C:2]2[CH:7]=[CH:6][N:5]=[C:4]([C:8]([OH:11])([CH3:9])[CH3:10])[N:3]=2)[C:14](=[O:21])[N:15]([CH3:20])[CH:16]=1. The yield is 0.300. (4) The yield is 0.430. The product is [O:20]=[C:4]1[C:5]2[C:10](=[CH:9][CH:8]=[C:7]([C:22]3[CH:23]=[C:24]([NH2:25])[CH:26]=[CH:27][CH:28]=3)[CH:6]=2)[O:1][CH:2]=[CH:3]1. The reactants are [O:1]1[C:10]2[C:5](=[CH:6][C:7](B3OC(C)(C)C(C)(C)O3)=[CH:8][CH:9]=2)[C:4](=[O:20])[CH:3]=[CH:2]1.Br[C:22]1[CH:23]=[C:24]([CH:26]=[CH:27][CH:28]=1)[NH2:25].[O-]P([O-])([O-])=O.[K+].[K+].[K+].C1(P(C2CCCCC2)C2CCCCC2)CCCCC1. The catalyst is O1CCOCC1.C1C=CC(/C=C/C(/C=C/C2C=CC=CC=2)=O)=CC=1.C1C=CC(/C=C/C(/C=C/C2C=CC=CC=2)=O)=CC=1.C1C=CC(/C=C/C(/C=C/C2C=CC=CC=2)=O)=CC=1.[Pd].[Pd]. (5) The reactants are [Br:1][C:2]1[C:3]([O:9][CH:10]2[CH2:13][N:12]([C:14]3[CH:23]=[CH:22][C:21]4[C:16](=[CH:17][CH:18]=[CH:19][CH:20]=4)[N:15]=3)[CH2:11]2)=[N:4][C:5](Cl)=[N:6][CH:7]=1.[NH:24]1[CH2:29][CH2:28][CH:27]([CH2:30][OH:31])[CH2:26][CH2:25]1.C(N(CC)CC)C. The catalyst is CS(C)=O. The product is [Br:1][C:2]1[C:3]([O:9][CH:10]2[CH2:13][N:12]([C:14]3[CH:23]=[CH:22][C:21]4[C:16](=[CH:17][CH:18]=[CH:19][CH:20]=4)[N:15]=3)[CH2:11]2)=[N:4][C:5]([N:24]2[CH2:29][CH2:28][CH:27]([CH2:30][OH:31])[CH2:26][CH2:25]2)=[N:6][CH:7]=1. The yield is 0.170. (6) The reactants are [CH3:1][N:2]([CH2:13][C:14]1[N:15]=[C:16]2[CH:21]=[CH:20][CH:19]=[CH:18][N:17]2[C:22]=1[C:23]([OH:25])=O)[CH:3]1[C:12]2[N:11]=[CH:10][CH:9]=[CH:8][C:7]=2[CH2:6][CH2:5][CH2:4]1.[N:26]1([CH2:31][CH2:32][NH2:33])[CH2:30][CH2:29][CH2:28][CH2:27]1.O.ON1C2C=CC=CC=2N=N1.Cl.CN(C)CCCN=C=NCC.FC(F)(F)C(O)=O. The catalyst is CN(C)C=O.ClCCl. The product is [CH3:1][N:2]([CH2:13][C:14]1[N:15]=[C:16]2[CH:21]=[CH:20][CH:19]=[CH:18][N:17]2[C:22]=1[C:23]([NH:33][CH2:32][CH2:31][N:26]1[CH2:30][CH2:29][CH2:28][CH2:27]1)=[O:25])[CH:3]1[C:12]2[N:11]=[CH:10][CH:9]=[CH:8][C:7]=2[CH2:6][CH2:5][CH2:4]1. The yield is 0.250. (7) The reactants are [CH2:1]([NH:8][C:9]([NH:11][N:12]([C:14]([CH3:21])([CH3:20])[C:15]([O:17]CC)=[O:16])[CH3:13])=[O:10])[C:2]1[CH:7]=[CH:6][CH:5]=[CH:4][CH:3]=1.O.[OH-].[Li+]. No catalyst specified. The product is [CH2:1]([NH:8][C:9]([NH:11][N:12]([C:14]([CH3:21])([CH3:20])[C:15]([OH:17])=[O:16])[CH3:13])=[O:10])[C:2]1[CH:3]=[CH:4][CH:5]=[CH:6][CH:7]=1. The yield is 0.370. (8) The reactants are [CH3:1][C:2]([CH3:17])([CH3:16])[C:3]#[C:4][C:5]1[CH:11]=[C:10]([N+:12]([O-:14])=[O:13])[C:9]([F:15])=[CH:8][C:6]=1[NH2:7].CCN(CC)CC.[C:25](Cl)(=[O:29])[CH2:26][CH2:27][CH3:28].O. The catalyst is ClCCl. The product is [CH3:1][C:2]([CH3:17])([CH3:16])[C:3]#[C:4][C:5]1[CH:11]=[C:10]([N+:12]([O-:14])=[O:13])[C:9]([F:15])=[CH:8][C:6]=1[NH:7][C:25](=[O:29])[CH2:26][CH2:27][CH3:28]. The yield is 0.670.